This data is from Full USPTO retrosynthesis dataset with 1.9M reactions from patents (1976-2016). The task is: Predict the reactants needed to synthesize the given product. (1) Given the product [CH3:32][C:2]([O:1][C:34](=[O:36])[CH3:35])([CH3:33])[CH2:3][CH2:4][NH:5][C:6]([C:8]1[N:9]=[N:10][C:11]([N:14]2[CH2:15][CH2:16][N:17]([C:20](=[O:31])[C:21]3[CH:26]=[CH:25][CH:24]=[CH:23][C:22]=3[C:27]([F:29])([F:28])[F:30])[CH2:18][CH2:19]2)=[CH:12][CH:13]=1)=[O:7], predict the reactants needed to synthesize it. The reactants are: [OH:1][C:2]([CH3:33])([CH3:32])[CH2:3][CH2:4][NH:5][C:6]([C:8]1[N:9]=[N:10][C:11]([N:14]2[CH2:19][CH2:18][N:17]([C:20](=[O:31])[C:21]3[CH:26]=[CH:25][CH:24]=[CH:23][C:22]=3[C:27]([F:30])([F:29])[F:28])[CH2:16][CH2:15]2)=[CH:12][CH:13]=1)=[O:7].[C:34](OC(=O)C)(=[O:36])[CH3:35]. (2) Given the product [F:1][C:2]1[CH:3]=[C:4]([N:29]2[CH2:33][C@H:32]([CH2:34][NH:35][C:36](=[O:38])[CH3:37])[O:31][C:30]2=[O:39])[CH:5]=[CH:6][C:7]=1[C:8]1[CH:13]=[N:12][C:11]([O:14][C@@H:15]2[CH2:20][O:19][C:18]3=[N:21][C:22]([N+:24]([O-:26])=[O:25])=[CH:23][N:17]3[CH2:16]2)=[C:41]([CH3:46])[CH:9]=1, predict the reactants needed to synthesize it. The reactants are: [F:1][C:2]1[CH:3]=[C:4]([N:29]2[CH2:33][C@H:32]([CH2:34][NH:35][C:36](=[O:38])[CH3:37])[O:31][C:30]2=[O:39])[CH:5]=[CH:6][C:7]=1[C:8]1[C:9](OC)=N[C:11]([O:14][C@@H:15]2[CH2:20][O:19][C:18]3=[N:21][C:22]([N+:24]([O-:26])=[O:25])=[CH:23][N:17]3[CH2:16]2)=[N:12][CH:13]=1.Br[C:41]1C=C(C)C(O[C@@H]2COC3=NC([N+]([O-])=O)=CN3C2)=N[CH:46]=1. (3) Given the product [C:1]([O:5][C:6]([N:8]1[CH2:17][CH2:16][C:15]2[N:14]=[CH:13][C:12]([C:19]#[N:32])=[CH:11][C:10]=2[CH2:9]1)=[O:7])([CH3:2])([CH3:3])[CH3:4], predict the reactants needed to synthesize it. The reactants are: [C:1]([O:5][C:6]([N:8]1[CH2:17][CH2:16][C:15]2[N:14]=[C:13](Cl)[C:12]([C:19](OCC)=O)=[CH:11][C:10]=2[CH2:9]1)=[O:7])([CH3:4])([CH3:3])[CH3:2].O.[OH-].[Li+].CS(Cl)(=O)=O.[N:32]1C=CC=CC=1. (4) Given the product [CH3:35][O:36][C:37]([C:39]1[CH:44]=[C:43]([C:2]2[CH:7]=[CH:6][C:5](/[CH:8]=[CH:9]/[C:10]3[N:11]([CH2:23][C:24]4[CH:25]=[CH:26][C:27]([NH:30][S:31]([CH3:34])(=[O:32])=[O:33])=[CH:28][CH:29]=4)[CH:12]=[C:13]([C:15]4[CH:20]=[CH:19][C:18]([Cl:21])=[CH:17][C:16]=4[Cl:22])[N:14]=3)=[CH:4][CH:3]=2)[CH:42]=[CH:41][CH:40]=1)=[O:38], predict the reactants needed to synthesize it. The reactants are: Br[C:2]1[CH:7]=[CH:6][C:5](/[CH:8]=[CH:9]/[C:10]2[N:11]([CH2:23][C:24]3[CH:29]=[CH:28][C:27]([NH:30][S:31]([CH3:34])(=[O:33])=[O:32])=[CH:26][CH:25]=3)[CH:12]=[C:13]([C:15]3[CH:20]=[CH:19][C:18]([Cl:21])=[CH:17][C:16]=3[Cl:22])[N:14]=2)=[CH:4][CH:3]=1.[CH3:35][O:36][C:37]([C:39]1[CH:40]=[C:41](B(O)O)[CH:42]=[CH:43][CH:44]=1)=[O:38]. (5) Given the product [C:1]([O:4][C@@H:5]1[C@@H:18]([O:19][C:20](=[O:22])[CH3:21])[C@H:17]([O:23][C:24](=[O:26])[CH3:25])[CH2:16][S:15][C@H:6]1[O:7][C:8]1[CH:9]=[N:10][C:11]([C:28]2[O:27][C:31]3[CH:32]=[CH:33][CH:34]=[CH:35][C:30]=3[CH:29]=2)=[CH:12][CH:13]=1)(=[O:3])[CH3:2], predict the reactants needed to synthesize it. The reactants are: [C:1]([O:4][C@@H:5]1[C@@H:18]([O:19][C:20](=[O:22])[CH3:21])[C@H:17]([O:23][C:24](=[O:26])[CH3:25])[CH2:16][S:15][C@H:6]1[O:7][C:8]1[CH:9]=[N:10][C:11](Br)=[CH:12][CH:13]=1)(=[O:3])[CH3:2].[O:27]1[C:31]2[CH:32]=[CH:33][CH:34]=[CH:35][C:30]=2[CH:29]=[C:28]1B(O)O. (6) Given the product [CH:1]1([C:5]2[C:14]([C:15]3[NH:19][C:18]([CH3:20])=[N:17][N:16]=3)=[CH:13][C:8]([C:9]([OH:11])=[O:10])=[C:7]([CH3:21])[CH:6]=2)[CH2:2][CH2:3][CH2:4]1, predict the reactants needed to synthesize it. The reactants are: [CH:1]1([C:5]2[C:14]([C:15]3[NH:19][C:18]([CH3:20])=[N:17][N:16]=3)=[CH:13][C:8]([C:9]([O:11]C)=[O:10])=[C:7]([CH3:21])[CH:6]=2)[CH2:4][CH2:3][CH2:2]1.[OH-].[Na+].Cl. (7) Given the product [CH:40]1([C:38]([NH:37][C:35]2[N:36]=[C:31]3[CH:30]=[CH:29][C:28]([O:27][C:26]4[CH:25]=[C:24]([NH:23][C:9]([C:5]5[C:6]([CH3:8])=[CH:7][N:3]([CH2:1][CH3:2])[CH:4]=5)=[O:11])[CH:45]=[CH:44][CH:43]=4)=[CH:33][N:32]3[N:34]=2)=[O:39])[CH2:41][CH2:42]1, predict the reactants needed to synthesize it. The reactants are: [CH2:1]([N:3]1[CH:7]=[C:6]([CH3:8])[C:5]([C:9]([OH:11])=O)=[CH:4]1)[CH3:2].O1CCCC1.C(Cl)(=O)C(Cl)=O.[NH2:23][C:24]1[CH:25]=[C:26]([CH:43]=[CH:44][CH:45]=1)[O:27][C:28]1[CH:29]=[CH:30][C:31]2[N:32]([N:34]=[C:35]([NH:37][C:38]([CH:40]3[CH2:42][CH2:41]3)=[O:39])[N:36]=2)[CH:33]=1. (8) Given the product [CH3:1][N:2]1[CH2:7][CH:6]=[C:5]([C:12]2[C:13]([O:19][CH3:20])=[CH:14][C:15]([O:17][CH3:18])=[CH:16][C:11]=2[O:10][CH3:9])[CH2:4][CH2:3]1, predict the reactants needed to synthesize it. The reactants are: [CH3:1][N:2]1[CH2:7][CH2:6][C:5](=O)[CH2:4][CH2:3]1.[CH3:9][O:10][C:11]1[CH:16]=[C:15]([O:17][CH3:18])[CH:14]=[C:13]([O:19][CH3:20])[CH:12]=1.